Predict which catalyst facilitates the given reaction. From a dataset of Catalyst prediction with 721,799 reactions and 888 catalyst types from USPTO. (1) The catalyst class is: 791. Reactant: C([O:8][C:9]([C:11]1[CH:15]=[C:14]([CH3:16])[N:13]([C:17]2[CH:22]=[CH:21][CH:20]=[C:19]([O:23][CH3:24])[C:18]=2[O:25][CH3:26])[C:12]=1[C:27]1[CH:32]=[CH:31][C:30]([O:33][CH2:34][C:35]([O:37][CH2:38][CH3:39])=[O:36])=[CH:29][CH:28]=1)=[O:10])C1C=CC=CC=1. Product: [CH3:26][O:25][C:18]1[C:19]([O:23][CH3:24])=[CH:20][CH:21]=[CH:22][C:17]=1[N:13]1[C:14]([CH3:16])=[CH:15][C:11]([C:9]([OH:10])=[O:8])=[C:12]1[C:27]1[CH:28]=[CH:29][C:30]([O:33][CH2:34][C:35]([O:37][CH2:38][CH3:39])=[O:36])=[CH:31][CH:32]=1. (2) Reactant: C(N[C:6](=[O:38])[C:7]([NH:34]C(=O)C)([CH:21]1[CH2:26][CH2:25][CH:24]([C:27]2[CH:32]=[CH:31][C:30]([Cl:33])=[CH:29][CH:28]=2)[CH2:23][CH2:22]1)[CH2:8][CH2:9][CH2:10][CH2:11][B:12]1[O:16]C(C)(C)C(C)(C)[O:13]1)(C)(C)C.[OH2:39]. Product: [NH2:34][C:7]([CH:21]1[CH2:22][CH2:23][CH:24]([C:27]2[CH:32]=[CH:31][C:30]([Cl:33])=[CH:29][CH:28]=2)[CH2:25][CH2:26]1)([CH2:8][CH2:9][CH2:10][CH2:11][B:12]([OH:13])[OH:16])[C:6]([OH:38])=[O:39]. The catalyst class is: 33. (3) Reactant: [F:1][C:2]([F:13])([F:12])[C:3]1[CH:8]=[CH:7][N:6]=[C:5]([C:9](O)=O)[CH:4]=1.CN1CCOCC1.C(OC(Cl)=O)C(C)C.[C:29]([N:32]1[CH2:37][CH2:36][C:35](=O)[CH2:34][CH2:33]1)(=[O:31])[CH3:30].[Li].O.[NH2:41][NH2:42]. Product: [F:1][C:2]([F:13])([F:12])[C:3]1[CH:8]=[CH:7][N:6]=[C:5]([C:9]2[C:34]3[CH2:33][N:32]([C:29](=[O:31])[CH3:30])[CH2:37][CH2:36][C:35]=3[NH:42][N:41]=2)[CH:4]=1. The catalyst class is: 214. (4) The catalyst class is: 57. Product: [OH:1][C@@H:2]([CH3:26])[C@@H:3]([N:16]1[CH:20]=[C:19]([C:21]([NH2:28])=[O:23])[N:18]=[CH:17]1)[CH2:4][S:5][C:6]1[CH:15]=[CH:14][C:13]2[C:8](=[CH:9][CH:10]=[CH:11][CH:12]=2)[CH:7]=1. Reactant: [OH:1][C@@H:2]([CH3:26])[C@@H:3]([N:16]1[CH:20]=[C:19]([C:21]([O:23]CC)=O)[N:18]=[CH:17]1)[CH2:4][S:5][C:6]1[CH:15]=[CH:14][C:13]2[C:8](=[CH:9][CH:10]=[CH:11][CH:12]=2)[CH:7]=1.[OH-].[NH4+:28].